From a dataset of hERG potassium channel inhibition data for cardiac toxicity prediction from Karim et al.. Regression/Classification. Given a drug SMILES string, predict its toxicity properties. Task type varies by dataset: regression for continuous values (e.g., LD50, hERG inhibition percentage) or binary classification for toxic/non-toxic outcomes (e.g., AMES mutagenicity, cardiotoxicity, hepatotoxicity). Dataset: herg_karim. (1) The result is 1 (blocker). The compound is Cc1cccc(Nc2nc(N[C@@H]3CCCC[C@@H]3N)ncc2C(N)=O)c1. (2) The compound is CCCOc1ccccc1-c1nc2[nH]nnc2c(=O)[nH]1. The result is 0 (non-blocker). (3) The drug is Fc1cccc(-c2nc3cnn(Cc4cc(-c5ccc(C(F)(F)F)cc5C(F)(F)F)no4)cc-3n2)c1F. The result is 0 (non-blocker). (4) The molecule is O=C(Nc1ccccn1)[C@H](CN1CC(O)C1)Oc1ncnc2c1cnn2-c1ccccc1Cl. The result is 0 (non-blocker).